This data is from Forward reaction prediction with 1.9M reactions from USPTO patents (1976-2016). The task is: Predict the product of the given reaction. Given the reactants [C:1]([C:3]1[C:11]2[C:6](=[N:7][C:8]([CH3:13])=[CH:9][C:10]=2[CH3:12])[N:5]([CH:14]2[C:22]3[C:17](=[CH:18][CH:19]=[CH:20][CH:21]=3)[CH2:16][CH2:15]2)[C:4]=1/[CH:23]=[CH:24]/[C:25]([O:27]CC)=[O:26])#[N:2].[OH-].[Na+].O.Cl, predict the reaction product. The product is: [C:1]([C:3]1[C:11]2[C:6](=[N:7][C:8]([CH3:13])=[CH:9][C:10]=2[CH3:12])[N:5]([CH:14]2[C:22]3[C:17](=[CH:18][CH:19]=[CH:20][CH:21]=3)[CH2:16][CH2:15]2)[C:4]=1/[CH:23]=[CH:24]/[C:25]([OH:27])=[O:26])#[N:2].